This data is from Reaction yield outcomes from USPTO patents with 853,638 reactions. The task is: Predict the reaction yield, written as a fraction of the theoretical maximum amount of product (1.0 means a 100% yield; for example, 0.34 means a 34% yield). (1) The reactants are [H-].[H-].[H-].[H-].[Li+].[Al+3].[N:7]1[C:11]2[CH:12]=[CH:13][C:14]([C:16](O)=[O:17])=[CH:15][C:10]=2[NH:9][CH:8]=1. The catalyst is C1COCC1.C(Cl)Cl.CO.[O-2].[Mn+4].[O-2]. The product is [NH:7]1[C:11]2[CH:12]=[CH:13][C:14]([CH:16]=[O:17])=[CH:15][C:10]=2[N:9]=[CH:8]1. The yield is 0.600. (2) The reactants are [F:1][C:2]1[CH:16]=[CH:15][C:5]([CH2:6][O:7][C:8]2[CH:13]=[CH:12][C:11]([OH:14])=[CH:10][CH:9]=2)=[CH:4][CH:3]=1.C(=O)([O-])[O-].[K+].[K+].Br[CH2:24][C:25]([O:27][CH2:28][CH3:29])=[O:26].O. The catalyst is CC(=O)CC. The product is [CH2:28]([O:27][C:25](=[O:26])[CH2:24][O:14][C:11]1[CH:12]=[CH:13][C:8]([O:7][CH2:6][C:5]2[CH:15]=[CH:16][C:2]([F:1])=[CH:3][CH:4]=2)=[CH:9][CH:10]=1)[CH3:29]. The yield is 0.710. (3) The reactants are F[C:2]1[CH:3]=[C:4]2[C:8](=[CH:9][C:10]=1[F:11])[N:7]([S:12]([C:15]1[CH:20]=[CH:19][CH:18]=[CH:17][CH:16]=1)(=[O:14])=[O:13])[CH:6]=[C:5]2[C:21]1[CH:22]=[N:23][N:24]([CH2:26][CH:27]2CCNCC2)[CH:25]=1.CS(OCC[N:40]1[CH2:44][CH2:43][NH:42][C:41]1=[O:45])(=O)=O.C([O-])(O)=O.[Na+]. The catalyst is CCO. The product is [F:11][C:10]1[CH:9]=[C:8]2[C:4]([C:5]([C:21]3[CH:22]=[N:23][N:24]([CH2:26][CH2:27][N:40]4[CH2:44][CH2:43][NH:42][C:41]4=[O:45])[CH:25]=3)=[CH:6][N:7]2[S:12]([C:15]2[CH:16]=[CH:17][CH:18]=[CH:19][CH:20]=2)(=[O:14])=[O:13])=[CH:3][CH:2]=1. The yield is 0.250. (4) The reactants are [Cl:1][C:2]1[CH:6]=[N:5][N:4]([CH3:7])[C:3]=1[C:8]1[CH:9]=[C:10]([NH2:16])[CH:11]=[CH:12][C:13]=1[O:14][CH3:15].[CH2:17]([N:24]=[C:25]=[O:26])[C:18]1[CH:23]=[CH:22][CH:21]=[CH:20][CH:19]=1. No catalyst specified. The product is [CH2:17]([NH:24][C:25]([NH:16][C:10]1[CH:11]=[CH:12][C:13]([O:14][CH3:15])=[C:8]([C:3]2[N:4]([CH3:7])[N:5]=[CH:6][C:2]=2[Cl:1])[CH:9]=1)=[O:26])[C:18]1[CH:23]=[CH:22][CH:21]=[CH:20][CH:19]=1. The yield is 0.461. (5) The reactants are C([O:3][C:4](=[O:57])[CH2:5][CH2:6][CH2:7][CH2:8][CH2:9][NH:10][C:11]([NH:13][C:14]1[CH:19]=[C:18]([NH:20][C:21]([O:23][CH2:24][CH2:25][Si:26]([CH3:29])([CH3:28])[CH3:27])=[O:22])[CH:17]=[C:16]([CH3:30])[C:15]=1[C:31]1[CH:36]=[CH:35][CH:34]=[C:33]([S:37]([C:40]2[CH:44]=[C:43]([C:45]([NH:47][C:48]([O:50][C:51]([CH3:54])([CH3:53])[CH3:52])=[O:49])=[NH:46])[S:42][C:41]=2[S:55][CH3:56])(=[O:39])=[O:38])[CH:32]=1)=[O:12])C.[Li+].[OH-]. The catalyst is C1COCC1.O. The product is [C:51]([O:50][C:48]([NH:47][C:45](=[NH:46])[C:43]1[S:42][C:41]([S:55][CH3:56])=[C:40]([S:37]([C:33]2[CH:32]=[C:31]([C:15]3[C:16]([CH3:30])=[CH:17][C:18]([NH:20][C:21]([O:23][CH2:24][CH2:25][Si:26]([CH3:27])([CH3:29])[CH3:28])=[O:22])=[CH:19][C:14]=3[NH:13][C:11](=[O:12])[NH:10][CH2:9][CH2:8][CH2:7][CH2:6][CH2:5][C:4]([OH:57])=[O:3])[CH:36]=[CH:35][CH:34]=2)(=[O:39])=[O:38])[CH:44]=1)=[O:49])([CH3:54])([CH3:52])[CH3:53]. The yield is 0.990. (6) The reactants are N[C:2]1[CH:6]=[C:5]([CH:7]2[CH2:12][CH2:11][N:10]([C:13]([O:15][C:16]([CH3:19])([CH3:18])[CH3:17])=[O:14])[CH2:9][CH2:8]2)[N:4]([CH:20]([CH3:22])[CH3:21])[N:3]=1.C1(C)C=CC(S(O)(=O)=O)=CC=1.N([O-])=O.[Na+].[I-:38].[Na+]. The catalyst is C(#N)C.O.O. The product is [I:38][C:2]1[CH:6]=[C:5]([CH:7]2[CH2:12][CH2:11][N:10]([C:13]([O:15][C:16]([CH3:19])([CH3:18])[CH3:17])=[O:14])[CH2:9][CH2:8]2)[N:4]([CH:20]([CH3:22])[CH3:21])[N:3]=1. The yield is 0.600. (7) The reactants are [CH3:1][O:2][C:3]1[N:8]=[CH:7][C:6]([CH2:9][C:10]#[N:11])=[CH:5][CH:4]=1.C(=O)(O)[O-:13].[Na+]. No catalyst specified. The product is [CH3:1][O:2][C:3]1[N:8]=[CH:7][C:6]([CH2:9][C:10]([NH2:11])=[O:13])=[CH:5][CH:4]=1. The yield is 0.522.